The task is: Predict which catalyst facilitates the given reaction.. This data is from Catalyst prediction with 721,799 reactions and 888 catalyst types from USPTO. (1) Reactant: [O:1]1[C:6]2[CH:7]=[CH:8][C:9](/[CH:11]=[CH:12]/[C:13]3[CH:25]=[CH:24][C:16]([C:17]([O:19]C(C)(C)C)=[O:18])=[C:15]([NH:26][C:27]4[CH:32]=[CH:31][C:30]([F:33])=[CH:29][CH:28]=4)[CH:14]=3)=[CH:10][C:5]=2[O:4][CH2:3][CH2:2]1. Product: [O:1]1[C:6]2[CH:7]=[CH:8][C:9](/[CH:11]=[CH:12]/[C:13]3[CH:25]=[CH:24][C:16]([C:17]([OH:19])=[O:18])=[C:15]([NH:26][C:27]4[CH:32]=[CH:31][C:30]([F:33])=[CH:29][CH:28]=4)[CH:14]=3)=[CH:10][C:5]=2[O:4][CH2:3][CH2:2]1. The catalyst class is: 55. (2) Reactant: [Br:1][C:2]1[C:7](=[O:8])[N:6]2[CH:9]=[C:10]([F:13])[CH:11]=[CH:12][C:5]2=[N:4][C:3]=1[CH:14](O)[CH3:15].C1(P(C2C=CC=CC=2)C2C=CC=CC=2)C=CC=CC=1.[C:36]1(=[O:46])[NH:40][C:39](=[O:41])[C:38]2=[CH:42][CH:43]=[CH:44][CH:45]=[C:37]12.N(C(OC(C)C)=O)=NC(OC(C)C)=O. Product: [Br:1][C:2]1[C:7](=[O:8])[N:6]2[CH:9]=[C:10]([F:13])[CH:11]=[CH:12][C:5]2=[N:4][C:3]=1[CH:14]([N:40]1[C:36](=[O:46])[C:37]2[C:38](=[CH:42][CH:43]=[CH:44][CH:45]=2)[C:39]1=[O:41])[CH3:15]. The catalyst class is: 1.